Predict which catalyst facilitates the given reaction. From a dataset of Catalyst prediction with 721,799 reactions and 888 catalyst types from USPTO. (1) Reactant: [CH3:1][O:2][C:3]1[CH:4]=[C:5]([CH:9]=[C:10]([O:13][CH3:14])[C:11]=1[OH:12])[C:6](O)=[O:7]. Product: [CH3:14][O:13][C:10]1[CH:9]=[C:5]([CH:4]=[C:3]([O:2][CH3:1])[C:11]=1[OH:12])[CH:6]=[O:7]. The catalyst class is: 801. (2) Reactant: Cl.[CH2:2]([N:4]=[C:5]=[N:6][CH2:7][CH2:8][CH2:9][N:10]([CH3:12])C)[CH3:3].[C:13]([O:17][C:18]([NH:20][C@H:21]([C:25]([OH:27])=O)[CH:22]([CH3:24])[CH3:23])=[O:19])([CH3:16])([CH3:15])[CH3:14].O.ON1[C:34]2C=CC=C[C:33]=2N=N1.[CH3:39]N1CCOCC1. Product: [C:13]([O:17][C:18](=[O:19])[NH:20][C@H:21]([C:25]([N:10]1[CH2:9][CH2:8][CH:7]([NH:6][C:5]2[CH:34]=[CH:33][CH:3]=[CH:2][N:4]=2)[CH2:39][CH2:12]1)=[O:27])[CH:22]([CH3:23])[CH3:24])([CH3:14])([CH3:15])[CH3:16]. The catalyst class is: 232. (3) Reactant: CS(C)=O.C(Cl)(=O)C(Cl)=O.[CH2:11]([O:19][CH2:20][CH2:21][N:22]1[CH2:27][CH2:26][CH:25]([CH2:28][OH:29])[CH2:24][CH2:23]1)[CH2:12][C:13]1[CH:18]=[CH:17][CH:16]=[CH:15][CH:14]=1.C(N(CC)CC)C. The catalyst class is: 2. Product: [CH2:11]([O:19][CH2:20][CH2:21][N:22]1[CH2:27][CH2:26][CH:25]([CH:28]=[O:29])[CH2:24][CH2:23]1)[CH2:12][C:13]1[CH:18]=[CH:17][CH:16]=[CH:15][CH:14]=1. (4) Reactant: [F:1][C:2]1[CH:3]=[CH:4][C:5]([N+:21]([O-])=O)=[C:6]([NH:8][C:9]2[CH:16]=[CH:15][C:14]([C:17]([F:20])([F:19])[F:18])=[CH:13][C:10]=2[C:11]#[N:12])[CH:7]=1.[Sn](Cl)[Cl:25]. Product: [ClH:25].[F:1][C:2]1[CH:3]=[CH:4][C:5]2[N:21]=[C:11]([NH2:12])[C:10]3[CH:13]=[C:14]([C:17]([F:20])([F:19])[F:18])[CH:15]=[CH:16][C:9]=3[NH:8][C:6]=2[CH:7]=1. The catalyst class is: 361. (5) Reactant: [Cl:1][C:2]1[CH:3]=[C:4]([CH:24]=[C:25]([C:27]([F:30])([F:29])[F:28])[CH:26]=1)/[CH:5]=[C:6]1/[C:7](=[O:23])[C:8]2[C:13]([CH2:14]/1)=[CH:12][C:11]([N:15]1[CH2:20][CH2:19][O:18][CH2:17][CH2:16]1)=[C:10]([O:21][CH3:22])[CH:9]=2. Product: [Cl:1][C:2]1[CH:3]=[C:4]([CH:24]=[C:25]([C:27]([F:28])([F:29])[F:30])[CH:26]=1)[CH2:5][CH:6]1[CH2:14][C:13]2[C:8](=[CH:9][C:10]([O:21][CH3:22])=[C:11]([N:15]3[CH2:16][CH2:17][O:18][CH2:19][CH2:20]3)[CH:12]=2)[C:7]1=[O:23]. The catalyst class is: 19.